Dataset: NCI-60 drug combinations with 297,098 pairs across 59 cell lines. Task: Regression. Given two drug SMILES strings and cell line genomic features, predict the synergy score measuring deviation from expected non-interaction effect. (1) Drug 1: C1=CC(=C2C(=C1NCCNCCO)C(=O)C3=C(C=CC(=C3C2=O)O)O)NCCNCCO. Drug 2: CCN(CC)CCNC(=O)C1=C(NC(=C1C)C=C2C3=C(C=CC(=C3)F)NC2=O)C. Cell line: NCI-H460. Synergy scores: CSS=49.7, Synergy_ZIP=4.12, Synergy_Bliss=2.06, Synergy_Loewe=-20.1, Synergy_HSA=1.07. (2) Drug 1: CC1C(C(=O)NC(C(=O)N2CCCC2C(=O)N(CC(=O)N(C(C(=O)O1)C(C)C)C)C)C(C)C)NC(=O)C3=C4C(=C(C=C3)C)OC5=C(C(=O)C(=C(C5=N4)C(=O)NC6C(OC(=O)C(N(C(=O)CN(C(=O)C7CCCN7C(=O)C(NC6=O)C(C)C)C)C)C(C)C)C)N)C. Drug 2: COC1=C2C(=CC3=C1OC=C3)C=CC(=O)O2. Cell line: UACC62. Synergy scores: CSS=21.7, Synergy_ZIP=-6.98, Synergy_Bliss=-0.637, Synergy_Loewe=-12.8, Synergy_HSA=-0.499. (3) Drug 1: CC1=CC2C(CCC3(C2CCC3(C(=O)C)OC(=O)C)C)C4(C1=CC(=O)CC4)C. Drug 2: CC1=C(C=C(C=C1)C(=O)NC2=CC(=CC(=C2)C(F)(F)F)N3C=C(N=C3)C)NC4=NC=CC(=N4)C5=CN=CC=C5. Cell line: MDA-MB-435. Synergy scores: CSS=-1.80, Synergy_ZIP=3.94, Synergy_Bliss=5.71, Synergy_Loewe=-1.35, Synergy_HSA=0.459. (4) Drug 1: CC1CCC2CC(C(=CC=CC=CC(CC(C(=O)C(C(C(=CC(C(=O)CC(OC(=O)C3CCCCN3C(=O)C(=O)C1(O2)O)C(C)CC4CCC(C(C4)OC)OCCO)C)C)O)OC)C)C)C)OC. Drug 2: CN1C2=C(C=C(C=C2)N(CCCl)CCCl)N=C1CCCC(=O)O.Cl. Cell line: HOP-62. Synergy scores: CSS=4.87, Synergy_ZIP=-2.58, Synergy_Bliss=1.45, Synergy_Loewe=-21.1, Synergy_HSA=-3.04. (5) Drug 1: CN(CC1=CN=C2C(=N1)C(=NC(=N2)N)N)C3=CC=C(C=C3)C(=O)NC(CCC(=O)O)C(=O)O. Drug 2: CN(CCCl)CCCl.Cl. Cell line: BT-549. Synergy scores: CSS=21.8, Synergy_ZIP=-11.4, Synergy_Bliss=-9.10, Synergy_Loewe=-3.56, Synergy_HSA=-2.50. (6) Synergy scores: CSS=59.4, Synergy_ZIP=-7.98, Synergy_Bliss=-4.73, Synergy_Loewe=-8.60, Synergy_HSA=0.794. Drug 1: CC1C(C(CC(O1)OC2CC(OC(C2O)C)OC3=CC4=CC5=C(C(=O)C(C(C5)C(C(=O)C(C(C)O)O)OC)OC6CC(C(C(O6)C)O)OC7CC(C(C(O7)C)O)OC8CC(C(C(O8)C)O)(C)O)C(=C4C(=C3C)O)O)O)O. Cell line: MCF7. Drug 2: N.N.Cl[Pt+2]Cl. (7) Drug 1: CC1C(C(CC(O1)OC2CC(CC3=C2C(=C4C(=C3O)C(=O)C5=C(C4=O)C(=CC=C5)OC)O)(C(=O)C)O)N)O.Cl. Drug 2: CC1C(C(=O)NC(C(=O)N2CCCC2C(=O)N(CC(=O)N(C(C(=O)O1)C(C)C)C)C)C(C)C)NC(=O)C3=C4C(=C(C=C3)C)OC5=C(C(=O)C(=C(C5=N4)C(=O)NC6C(OC(=O)C(N(C(=O)CN(C(=O)C7CCCN7C(=O)C(NC6=O)C(C)C)C)C)C(C)C)C)N)C. Cell line: CAKI-1. Synergy scores: CSS=14.8, Synergy_ZIP=-9.90, Synergy_Bliss=-9.73, Synergy_Loewe=-8.83, Synergy_HSA=-8.85. (8) Drug 1: CC1=C2C(C(=O)C3(C(CC4C(C3C(C(C2(C)C)(CC1OC(=O)C(C(C5=CC=CC=C5)NC(=O)OC(C)(C)C)O)O)OC(=O)C6=CC=CC=C6)(CO4)OC(=O)C)OC)C)OC. Drug 2: C1CN(CCN1C(=O)CCBr)C(=O)CCBr. Cell line: UACC-257. Synergy scores: CSS=13.6, Synergy_ZIP=-2.00, Synergy_Bliss=-3.60, Synergy_Loewe=-7.15, Synergy_HSA=-2.72. (9) Drug 1: CS(=O)(=O)C1=CC(=C(C=C1)C(=O)NC2=CC(=C(C=C2)Cl)C3=CC=CC=N3)Cl. Drug 2: CC1C(C(CC(O1)OC2CC(CC3=C2C(=C4C(=C3O)C(=O)C5=C(C4=O)C(=CC=C5)OC)O)(C(=O)C)O)N)O.Cl. Cell line: NCI-H522. Synergy scores: CSS=37.8, Synergy_ZIP=19.2, Synergy_Bliss=20.3, Synergy_Loewe=11.3, Synergy_HSA=20.5. (10) Drug 1: CCC1=C2CN3C(=CC4=C(C3=O)COC(=O)C4(CC)O)C2=NC5=C1C=C(C=C5)O. Drug 2: CCC1(C2=C(COC1=O)C(=O)N3CC4=CC5=C(C=CC(=C5CN(C)C)O)N=C4C3=C2)O.Cl. Cell line: NCI-H226. Synergy scores: CSS=21.5, Synergy_ZIP=-9.53, Synergy_Bliss=-1.33, Synergy_Loewe=0.634, Synergy_HSA=2.08.